From a dataset of Peptide-MHC class II binding affinity with 134,281 pairs from IEDB. Regression. Given a peptide amino acid sequence and an MHC pseudo amino acid sequence, predict their binding affinity value. This is MHC class II binding data. (1) The peptide sequence is FKPFAEYKSDYVYEP. The MHC is HLA-DQA10501-DQB10301 with pseudo-sequence HLA-DQA10501-DQB10301. The binding affinity (normalized) is 0.125. (2) The peptide sequence is EKKYFAATQHEPLAA. The MHC is DRB1_0701 with pseudo-sequence DRB1_0701. The binding affinity (normalized) is 0.783. (3) The peptide sequence is AAFTSSSKAATAKAP. The MHC is DRB1_0901 with pseudo-sequence DRB1_0901. The binding affinity (normalized) is 0.683. (4) The peptide sequence is PEKEVLMWKFDSRLAFHH. The MHC is HLA-DQA10401-DQB10402 with pseudo-sequence HLA-DQA10401-DQB10402. The binding affinity (normalized) is 0.185. (5) The peptide sequence is GELQIVDEIDAAFKI. The MHC is DRB3_0101 with pseudo-sequence DRB3_0101. The binding affinity (normalized) is 0.717. (6) The peptide sequence is YDDFLANVSTVLTGK. The MHC is DRB1_0101 with pseudo-sequence DRB1_0101. The binding affinity (normalized) is 0.931. (7) The peptide sequence is MLFRILSLNLIKIK. The MHC is DRB1_0101 with pseudo-sequence DRB1_0101. The binding affinity (normalized) is 0.872. (8) The peptide sequence is EDPLFQLVSKLYEVV. The MHC is HLA-DQA10401-DQB10402 with pseudo-sequence HLA-DQA10401-DQB10402. The binding affinity (normalized) is 0.242. (9) The peptide sequence is AFKVAATAANAAPDN. The MHC is DRB1_0802 with pseudo-sequence DRB1_0802. The binding affinity (normalized) is 0.756.